Dataset: Catalyst prediction with 721,799 reactions and 888 catalyst types from USPTO. Task: Predict which catalyst facilitates the given reaction. (1) Reactant: [N:1]([C:4]([CH3:23])([CH3:22])[CH2:5][C:6]([N:8]([CH2:10][CH2:11][CH2:12][CH2:13][CH2:14][CH2:15][CH2:16][CH2:17][CH2:18][CH2:19][CH2:20][CH3:21])[CH3:9])=O)=[N+]=[N-].[H-].[H-].[H-].[H-].[Li+].[Al+3].O.[OH-].[Na+]. Product: [CH2:10]([N:8]([CH3:9])[CH2:6][CH2:5][C:4]([CH3:23])([NH2:1])[CH3:22])[CH2:11][CH2:12][CH2:13][CH2:14][CH2:15][CH2:16][CH2:17][CH2:18][CH2:19][CH2:20][CH3:21]. The catalyst class is: 1. (2) Reactant: [Cl-].[In+3].[Cl-].[Cl-].FC(F)(F)C(O)=O.[F:12][C:13]1[CH:18]=[C:17]([CH3:19])[CH:16]=[CH:15][C:14]=1[CH:20](O)[CH:21]1[CH2:23][CH:22]1[C:24]#[N:25].[F:27][C:28]1[CH:29]=[C:30]2[C:34](=[C:35]([CH2:37][S:38]([CH3:41])(=[O:40])=[O:39])[CH:36]=1)[NH:33][CH:32]=[CH:31]2. Product: [F:12][C:13]1[CH:18]=[C:17]([CH3:19])[CH:16]=[CH:15][C:14]=1[CH:20]([C:31]1[C:30]2[C:34](=[C:35]([CH2:37][S:38]([CH3:41])(=[O:39])=[O:40])[CH:36]=[C:28]([F:27])[CH:29]=2)[NH:33][CH:32]=1)[CH:21]1[CH2:23][CH:22]1[C:24]#[N:25]. The catalyst class is: 26. (3) Reactant: CN(C)/C=[N:4]/[C:5]1[N:10]=[C:9]2[CH:11]=[CH:12][N:13]([CH3:14])[C:8]2=[CH:7][CH:6]=1.[OH-].[Na+]. Product: [CH3:14][N:13]1[C:8]2[C:9](=[N:10][C:5]([NH2:4])=[CH:6][CH:7]=2)[CH:11]=[CH:12]1. The catalyst class is: 5. (4) Reactant: [OH:1][C:2]1[CH:7]=[CH:6][C:5]([N:8]2[CH2:13][CH2:12][NH:11][CH2:10][CH2:9]2)=[CH:4][CH:3]=1.[CH3:14][C:15]([O:18][C:19](O[C:19]([O:18][C:15]([CH3:17])([CH3:16])[CH3:14])=[O:20])=[O:20])([CH3:17])[CH3:16]. Product: [C:19]([N:11]1[CH2:12][CH2:13][N:8]([C:5]2[CH:4]=[CH:3][C:2]([OH:1])=[CH:7][CH:6]=2)[CH2:9][CH2:10]1)([O:18][C:15]([CH3:17])([CH3:16])[CH3:14])=[O:20]. The catalyst class is: 4. (5) Reactant: [CH2:1]([O:8][C:9]1[CH:19]=[CH:18][C:12]([O:13][CH2:14][CH:15]2[O:17][CH2:16]2)=[CH:11][CH:10]=1)[C:2]1[CH:7]=[CH:6][CH:5]=[CH:4][CH:3]=1.O1CCOCC1.Cl.Cl.[CH3:28][O:29][C:30]1[CH:35]=[CH:34][C:33]([CH3:36])=[CH:32][C:31]=1[N:37]1[CH2:42][CH2:41][NH:40][CH2:39][CH2:38]1. Product: [CH2:1]([O:8][C:9]1[CH:19]=[CH:18][C:12]([O:13][CH2:14][CH:15]([OH:17])[CH2:16][N:40]2[CH2:39][CH2:38][N:37]([C:31]3[CH:32]=[C:33]([CH3:36])[CH:34]=[CH:35][C:30]=3[O:29][CH3:28])[CH2:42][CH2:41]2)=[CH:11][CH:10]=1)[C:2]1[CH:7]=[CH:6][CH:5]=[CH:4][CH:3]=1. The catalyst class is: 66. (6) Reactant: Br[C:2]1[CH:10]=[N:9][C:8]([Cl:11])=[C:7]2[C:3]=1[CH:4]=[CH:5][NH:6]2.[CH3:12][O-:13].[Na+].Cl.[CH3:16][OH:17]. Product: [CH3:12][O:13][C:2]1[CH:10]=[N:9][C:8]([Cl:11])=[C:7]2[C:3]=1[CH:4]=[CH:5][NH:6]2.[CH3:12][O:13][C:2]1[CH:10]=[N:9][C:8]([O:17][CH3:16])=[C:7]2[C:3]=1[CH:4]=[CH:5][NH:6]2. The catalyst class is: 205.